This data is from NCI-60 drug combinations with 297,098 pairs across 59 cell lines. The task is: Regression. Given two drug SMILES strings and cell line genomic features, predict the synergy score measuring deviation from expected non-interaction effect. (1) Drug 1: CCCCCOC(=O)NC1=NC(=O)N(C=C1F)C2C(C(C(O2)C)O)O. Drug 2: C1CN(P(=O)(OC1)NCCCl)CCCl. Cell line: SR. Synergy scores: CSS=-4.38, Synergy_ZIP=3.65, Synergy_Bliss=1.85, Synergy_Loewe=-7.92, Synergy_HSA=-7.72. (2) Drug 1: C1CC(C1)(C(=O)O)C(=O)O.[NH2-].[NH2-].[Pt+2]. Drug 2: CS(=O)(=O)OCCCCOS(=O)(=O)C. Cell line: MCF7. Synergy scores: CSS=7.86, Synergy_ZIP=-0.644, Synergy_Bliss=-2.15, Synergy_Loewe=-1.01, Synergy_HSA=-0.132.